Dataset: Full USPTO retrosynthesis dataset with 1.9M reactions from patents (1976-2016). Task: Predict the reactants needed to synthesize the given product. (1) Given the product [N:16]1([CH2:15][CH2:14][O:1][C:2]2[CH:3]=[C:4]3[C:9](=[CH:10][CH:11]=2)[C:7](=[O:8])[O:6][CH2:5]3)[CH2:21][CH2:20][O:19][CH2:18][CH2:17]1, predict the reactants needed to synthesize it. The reactants are: [OH:1][C:2]1[CH:3]=[C:4]2[C:9](=[CH:10][CH:11]=1)[C:7](=[O:8])[O:6][CH2:5]2.Cl.Cl[CH2:14][CH2:15][N:16]1[CH2:21][CH2:20][O:19][CH2:18][CH2:17]1.C(=O)([O-])[O-].[K+].[K+]. (2) Given the product [Cl:1][C:2]1[CH:7]=[CH:6][CH:5]=[CH:4][C:3]=1[C:8]1[O:12][C:11]([C:29]2[C:28]([CH3:27])=[CH:33][N:32]=[C:31]([NH:34][C:35](=[O:37])[CH3:36])[CH:30]=2)=[N:10][C:9]=1[C:14]1[N:18]([CH2:19][O:20][CH2:21][CH2:22][Si:23]([CH3:26])([CH3:25])[CH3:24])[CH:17]=[N:16][N:15]=1, predict the reactants needed to synthesize it. The reactants are: [Cl:1][C:2]1[CH:7]=[CH:6][CH:5]=[CH:4][C:3]=1[C:8]1[O:12][C:11](I)=[N:10][C:9]=1[C:14]1[N:18]([CH2:19][O:20][CH2:21][CH2:22][Si:23]([CH3:26])([CH3:25])[CH3:24])[CH:17]=[N:16][N:15]=1.[CH3:27][C:28]1[C:29](B2OC(C)(C)C(C)(C)O2)=[CH:30][C:31]([NH:34][C:35](=[O:37])[CH3:36])=[N:32][CH:33]=1.C(=O)([O-])[O-].[Cs+].[Cs+]. (3) Given the product [CH2:5]([NH:9][C:10]1[CH:11]=[C:12]([CH:16]=[C:17]([O:19][CH3:20])[N:18]=1)[C:13]([OH:15])=[O:14])[CH:6]=[CH2:7], predict the reactants needed to synthesize it. The reactants are: C(N)C=C.[CH2:5]([NH:9][C:10]1[CH:11]=[C:12]([CH:16]=[C:17]([O:19][CH3:20])[N:18]=1)[C:13]([OH:15])=[O:14])[CH2:6][CH:7]=C. (4) Given the product [Cl:1][C:2]1[CH:32]=[CH:31][C:5]([CH2:6][N:7]2[C:15]3[C:10](=[CH:11][C:12](/[CH:16]=[C:17]4/[C:18](=[O:30])[N:19]([CH2:23][C@H:24]5[O:29][CH2:28][CH2:27][N:26]([CH3:37])[CH2:25]5)[C:20](=[O:22])[S:21]/4)=[CH:13][CH:14]=3)[CH:9]=[N:8]2)=[C:4]([C:33]([F:36])([F:35])[F:34])[CH:3]=1, predict the reactants needed to synthesize it. The reactants are: [Cl:1][C:2]1[CH:32]=[CH:31][C:5]([CH2:6][N:7]2[C:15]3[C:10](=[CH:11][C:12](/[CH:16]=[C:17]4/[C:18](=[O:30])[N:19]([CH2:23][C@H:24]5[O:29][CH2:28][CH2:27][NH:26][CH2:25]5)[C:20](=[O:22])[S:21]/4)=[CH:13][CH:14]=3)[CH:9]=[N:8]2)=[C:4]([C:33]([F:36])([F:35])[F:34])[CH:3]=1.[CH2:37]=O. (5) Given the product [Cl:1][C:2]1[CH:10]=[CH:9][C:8]([C:11]2[N:12]([C:22]([O:24][C:25]([CH3:28])([CH3:26])[CH3:27])=[O:23])[C:13]3[C:18]([CH:19]=2)=[CH:17][C:16]([CH2:20][N:35]2[CH2:36][CH2:37][CH:32]([Br:31])[CH2:33][CH2:34]2)=[CH:15][CH:14]=3)=[C:7]2[C:3]=1[CH2:4][NH:5][C:6]2=[O:29], predict the reactants needed to synthesize it. The reactants are: [Cl:1][C:2]1[CH:10]=[CH:9][C:8]([C:11]2[N:12]([C:22]([O:24][C:25]([CH3:28])([CH3:27])[CH3:26])=[O:23])[C:13]3[C:18]([CH:19]=2)=[CH:17][C:16]([CH:20]=O)=[CH:15][CH:14]=3)=[C:7]2[C:3]=1[CH2:4][NH:5][C:6]2=[O:29].Br.[Br:31][CH:32]1[CH2:37][CH2:36][NH:35][CH2:34][CH2:33]1.C(O)(=O)C.C(O[BH-](OC(=O)C)OC(=O)C)(=O)C.[Na+].C(=O)([O-])[O-].[Na+].[Na+]. (6) Given the product [F:19][C:2]([F:1])([C:8]1[C:17]2[C:12](=[CH:13][CH:14]=[CH:15][CH:16]=2)[C:11]([F:18])=[CH:10][CH:9]=1)[C:3]([OH:5])=[O:4], predict the reactants needed to synthesize it. The reactants are: [F:1][C:2]([F:19])([C:8]1[C:17]2[C:12](=[CH:13][CH:14]=[CH:15][CH:16]=2)[C:11]([F:18])=[CH:10][CH:9]=1)[C:3]([O:5]CC)=[O:4].C1COCC1.[OH-].[Na+]. (7) Given the product [C:1]([C:5]1[NH:22][C:8]2=[C:9]3[C:14](=[C:15]4[CH:20]=[C:19]([F:21])[CH:18]=[CH:17][C:16]4=[C:7]2[N:6]=1)[N+:13]([O-:24])=[CH:12][CH:11]=[CH:10]3)([CH3:4])([CH3:2])[CH3:3], predict the reactants needed to synthesize it. The reactants are: [C:1]([C:5]1[NH:22][C:8]2=[C:9]3[C:14](=[C:15]4[CH:20]=[C:19]([F:21])[CH:18]=[CH:17][C:16]4=[C:7]2[N:6]=1)[N:13]=[CH:12][CH:11]=[CH:10]3)([CH3:4])([CH3:3])[CH3:2].B(O[O-])=[O:24].O.[Na+].C([O-])(O)=O.[Na+]. (8) Given the product [CH3:8][C:9]1[CH:19]=[CH:18][C:17]([C:20]2[C:28]3[S:27][C:26]([CH2:29][C:30]4[CH:35]=[CH:34][CH:33]=[C:32]([C:36]([F:38])([F:37])[F:39])[CH:31]=4)=[CH:25][C:24]=3[CH:23]=[CH:22][CH:21]=2)=[CH:16][C:10]=1[C:11]([OH:13])=[O:12], predict the reactants needed to synthesize it. The reactants are: [OH-].[Na+].C1COCC1.[CH3:8][C:9]1[CH:19]=[CH:18][C:17]([C:20]2[C:28]3[S:27][C:26]([CH2:29][C:30]4[CH:35]=[CH:34][CH:33]=[C:32]([C:36]([F:39])([F:38])[F:37])[CH:31]=4)=[CH:25][C:24]=3[CH:23]=[CH:22][CH:21]=2)=[CH:16][C:10]=1[C:11]([O:13]CC)=[O:12].Cl. (9) Given the product [Cl:27][C:24]1[CH:25]=[CH:26][C:21]([CH2:20][N:16]2[C:17]3[C:13](=[CH:12][C:11](/[CH:10]=[C:7]4/[C:8](=[O:9])[N:4]([CH2:3][C@@H:2]([NH:1][S:36]([CH3:35])(=[O:38])=[O:37])[CH2:33][CH3:34])[C:5](=[O:32])[S:6]/4)=[CH:19][CH:18]=3)[CH:14]=[N:15]2)=[C:22]([C:28]([F:30])([F:29])[F:31])[CH:23]=1, predict the reactants needed to synthesize it. The reactants are: [NH2:1][C@@H:2]([CH2:33][CH3:34])[CH2:3][N:4]1[C:8](=[O:9])/[C:7](=[CH:10]/[C:11]2[CH:12]=[C:13]3[C:17](=[CH:18][CH:19]=2)[N:16]([CH2:20][C:21]2[CH:26]=[CH:25][C:24]([Cl:27])=[CH:23][C:22]=2[C:28]([F:31])([F:30])[F:29])[N:15]=[CH:14]3)/[S:6][C:5]1=[O:32].[CH3:35][S:36](Cl)(=[O:38])=[O:37]. (10) Given the product [CH3:25][N:26]([CH3:27])[S:12]([CH2:11][CH2:10][C:7]1[CH:8]=[CH:9][C:4]([N+:1]([O-:3])=[O:2])=[CH:5][CH:6]=1)(=[O:15])=[O:13], predict the reactants needed to synthesize it. The reactants are: [N+:1]([C:4]1[CH:9]=[CH:8][C:7]([CH2:10][CH2:11][S:12]([OH:15])(=O)=[O:13])=[CH:6][CH:5]=1)([O-:3])=[O:2].S(Cl)(Cl)=O.S(Cl)(Cl)(=O)=O.[CH3:25][NH:26][CH3:27].